This data is from Full USPTO retrosynthesis dataset with 1.9M reactions from patents (1976-2016). The task is: Predict the reactants needed to synthesize the given product. Given the product [Cl:31][C:28]1[N:29]=[CH:30][C:25]([CH2:24][N:8]2[C:9]3[C:5](=[CH:4][C:3]([O:2][CH3:1])=[CH:11][CH:10]=3)[C:6]([C:13](=[O:18])[C:14]([O:16][CH3:17])=[O:15])=[C:7]2[CH3:12])=[N:26][CH:27]=1, predict the reactants needed to synthesize it. The reactants are: [CH3:1][O:2][C:3]1[CH:4]=[C:5]2[C:9](=[CH:10][CH:11]=1)[NH:8][C:7]([CH3:12])=[C:6]2[C:13](=[O:18])[C:14]([O:16][CH3:17])=[O:15].CS(O[CH2:24][C:25]1[CH:30]=[N:29][C:28]([Cl:31])=[CH:27][N:26]=1)(=O)=O.C(=O)([O-])[O-].[K+].[K+].[Cl-].[Na+].